Dataset: Rat liver microsome stability data. Task: Regression/Classification. Given a drug SMILES string, predict its absorption, distribution, metabolism, or excretion properties. Task type varies by dataset: regression for continuous measurements (e.g., permeability, clearance, half-life) or binary classification for categorical outcomes (e.g., BBB penetration, CYP inhibition). Dataset: rlm. (1) The result is 1 (stable in rat liver microsomes). The drug is CCOc1ccc(CCNC(=O)c2cc3cccnc3n2Cc2cccc(C)c2)cc1OCC. (2) The molecule is Cc1cc2c(C(N)=O)cccc2n1-c1nc2c(c(NCc3ccccc3)n1)COCC2. The result is 1 (stable in rat liver microsomes). (3) The molecule is O=C(N[C@H](Cc1c[nH]c2ccccc12)C(=O)Nc1ccncc1)c1ccc(N2CCN(c3cc(Cl)cc(Cl)c3)CC2)cc1F. The result is 0 (unstable in rat liver microsomes). (4) The compound is O=C(CNC12CC3CC(CC(C3)C1)C2)c1ccc(Cl)cc1. The result is 1 (stable in rat liver microsomes). (5) The drug is CCOc1ccc(CCNC(=O)c2cc3ncccc3n2Cc2cccc(C)c2)cc1OCC. The result is 1 (stable in rat liver microsomes). (6) The compound is COC(=O)C1=COC(C)C2CN3CCc4c([nH]c5cc(OC)c(OC)cc45)C3CC12. The result is 1 (stable in rat liver microsomes). (7) The molecule is CCc1nc(N)nc(N)c1-c1ccc2c(c1)N(CCCC#N)C(=O)C(C)(c1cc(F)cc(F)c1)O2. The result is 0 (unstable in rat liver microsomes). (8) The drug is Cc1cc(NS(=O)(=O)c2ccc(NC(=O)c3oc4ccccc4c3C)cc2)nc(C)n1. The result is 0 (unstable in rat liver microsomes).